This data is from Reaction yield outcomes from USPTO patents with 853,638 reactions. The task is: Predict the reaction yield, written as a fraction of the theoretical maximum amount of product (1.0 means a 100% yield; for example, 0.34 means a 34% yield). The reactants are [Cl:1][C:2]1[CH:3]=[C:4]2[C:8](=[CH:9][CH:10]=1)[NH:7][C:6](=[O:11])[CH2:5]2.[Li]CCCC.CCCCCC.[CH3:23][N:24]([CH3:35])[C:25]1[CH:26]=[C:27]2[C:31](=[CH:32][CH:33]=1)[C:30](=O)[O:29][CH2:28]2.Cl.[OH-].[Na+]. The catalyst is C(COC)OC.CCOC(C)=O.CO. The product is [Cl:1][C:2]1[CH:3]=[C:4]2[C:8](=[CH:9][CH:10]=1)[NH:7][C:6](=[O:11])[C:5]2=[C:30]1[C:31]2[C:27](=[CH:26][C:25]([N:24]([CH3:35])[CH3:23])=[CH:33][CH:32]=2)[CH2:28][O:29]1. The yield is 0.490.